From a dataset of Forward reaction prediction with 1.9M reactions from USPTO patents (1976-2016). Predict the product of the given reaction. (1) Given the reactants [NH2:1][CH2:2][C:3]1[CH:11]=[CH:10][C:6]([C:7]([NH2:9])=[O:8])=[CH:5][CH:4]=1.CN1C=CN=C1.[Cl:18][C:19]1[CH:20]=[C:21]([N:27]2[C:31]([CH3:32])=[C:30]([C:33](Cl)=[O:34])[C:29]([CH3:36])=[N:28]2)[CH:22]=[CH:23][C:24]=1[C:25]#[N:26].Cl, predict the reaction product. The product is: [C:7]([C:6]1[CH:5]=[CH:4][C:3]([CH2:2][NH:1][C:33]([C:30]2[C:29]([CH3:36])=[N:28][N:27]([C:21]3[CH:22]=[CH:23][C:24]([C:25]#[N:26])=[C:19]([Cl:18])[CH:20]=3)[C:31]=2[CH3:32])=[O:34])=[CH:11][CH:10]=1)(=[O:8])[NH2:9]. (2) Given the reactants Br[C:2]1[CH:3]=[C:4]2[C:9](=[CH:10][CH:11]=1)[N:8]=[CH:7][CH:6]=[C:5]2[N:12]1[CH2:18][CH2:17][CH2:16][N:15]([C:19]([O:21][C:22]([CH3:25])([CH3:24])[CH3:23])=[O:20])[CH2:14][CH2:13]1.[CH:26]([C:29]1[CH:34]=[CH:33][C:32]([SH:35])=[CH:31][CH:30]=1)([CH3:28])[CH3:27], predict the reaction product. The product is: [C:22]([O:21][C:19]([N:15]1[CH2:16][CH2:17][CH2:18][N:12]([C:5]2[CH:4]=[CH:3][CH:2]=[C:7]3[C:6]=2[CH:11]=[C:10]([S:35][C:32]2[CH:33]=[CH:34][C:29]([CH:26]([CH3:28])[CH3:27])=[CH:30][CH:31]=2)[CH:9]=[N:8]3)[CH2:13][CH2:14]1)=[O:20])([CH3:24])([CH3:23])[CH3:25]. (3) Given the reactants C([O:8][C:9](=[O:20])[CH2:10][N:11]1[CH2:16][CH2:15][C:14]2[NH:17][N:18]=[CH:19][C:13]=2[CH2:12]1)C1C=CC=CC=1, predict the reaction product. The product is: [NH:17]1[C:14]2[CH2:15][CH2:16][N:11]([CH2:10][C:9]([OH:20])=[O:8])[CH2:12][C:13]=2[CH:19]=[N:18]1. (4) Given the reactants Cl[CH2:2][C:3]1[O:4][C:5](=[O:9])[O:6][C:7]=1[CH3:8].O=C(C1C=CC=CC=1)C[O:13][C:14](=[O:42])[C@H:15]([OH:41])[CH2:16][N:17]([CH2:27][C:28]1[CH:33]=[CH:32][C:31]([C:34]2[CH:39]=[CH:38][CH:37]=[C:36]([Cl:40])[CH:35]=2)=[CH:30][CH:29]=1)[NH:18][C:19]([C:21]1[O:25][N:24]=[C:23]([OH:26])[CH:22]=1)=[O:20].C(=O)([O-])[O-].[Cs+].[Cs+].CC(O)=O, predict the reaction product. The product is: [Cl:40][C:36]1[CH:35]=[C:34]([C:31]2[CH:30]=[CH:29][C:28]([CH2:27][N:17]([CH2:16][C@@H:15]([OH:41])[C:14]([OH:42])=[O:13])[NH:18][C:19]([C:21]3[O:25][N:24]=[C:23]([O:26][CH2:2][C:3]4[O:4][C:5](=[O:9])[O:6][C:7]=4[CH3:8])[CH:22]=3)=[O:20])=[CH:33][CH:32]=2)[CH:39]=[CH:38][CH:37]=1. (5) Given the reactants [N:1]1([C:7]2[N:8]=[C:9]([CH2:14][C:15]([O-:17])=O)[NH:10][C:11](=[O:13])[CH:12]=2)[CH2:6][CH2:5][O:4][CH2:3][CH2:2]1.[Na+].[NH:19]1[C:27]2[C:22](=[CH:23][CH:24]=[CH:25][CH:26]=2)[CH2:21][CH:20]1[CH2:28][OH:29].Cl.CN(C)CCCN=C=NCC, predict the reaction product. The product is: [OH:29][CH2:28][CH:20]1[CH2:21][C:22]2[C:27](=[CH:26][CH:25]=[CH:24][CH:23]=2)[N:19]1[C:15](=[O:17])[CH2:14][C:9]1[NH:10][C:11](=[O:13])[CH:12]=[C:7]([N:1]2[CH2:2][CH2:3][O:4][CH2:5][CH2:6]2)[N:8]=1.